The task is: Regression. Given a peptide amino acid sequence and an MHC pseudo amino acid sequence, predict their binding affinity value. This is MHC class I binding data.. This data is from Peptide-MHC class I binding affinity with 185,985 pairs from IEDB/IMGT. (1) The peptide sequence is KTYIDVNEEY. The MHC is HLA-A68:01 with pseudo-sequence HLA-A68:01. The binding affinity (normalized) is 0.144. (2) The peptide sequence is RVRYLTRNY. The MHC is HLA-A30:01 with pseudo-sequence HLA-A30:01. The binding affinity (normalized) is 0.840. (3) The peptide sequence is HQLDPAFRA. The MHC is HLA-A68:01 with pseudo-sequence HLA-A68:01. The binding affinity (normalized) is 0. (4) The peptide sequence is ESRDRKWLY. The MHC is HLA-A02:06 with pseudo-sequence HLA-A02:06. The binding affinity (normalized) is 0. (5) The binding affinity (normalized) is 0.160. The MHC is H-2-Kd with pseudo-sequence H-2-Kd. The peptide sequence is GFDMTDIPL. (6) The peptide sequence is CASSSDWFY. The MHC is HLA-A29:02 with pseudo-sequence HLA-A29:02. The binding affinity (normalized) is 0.0847. (7) The peptide sequence is ITKEKKEEL. The MHC is HLA-A02:06 with pseudo-sequence HLA-A02:06. The binding affinity (normalized) is 0.196.